From a dataset of Forward reaction prediction with 1.9M reactions from USPTO patents (1976-2016). Predict the product of the given reaction. (1) Given the reactants C([O:3][C:4](=O)[CH2:5][C:6]1([CH:11]([CH3:13])[CH3:12])[O:10][CH2:9][CH2:8][O:7]1)C.[BH4-].[Na+], predict the reaction product. The product is: [CH:11]([C:6]1([CH2:5][CH2:4][OH:3])[O:10][CH2:9][CH2:8][O:7]1)([CH3:13])[CH3:12]. (2) Given the reactants [Cl:1][C:2]1[N:3]([CH2:10][C@:11]2([CH3:14])[CH2:13][O:12]2)[CH:4]=[C:5]([N+:7]([O-:9])=[O:8])[N:6]=1.[NH:15]1[C:24]2[C:19](=[CH:20][CH:21]=[CH:22][CH:23]=2)[CH2:18][CH2:17][CH2:16]1.CN(C=O)C, predict the reaction product. The product is: [Cl:1][C:2]1[N:3]([CH2:10][C@@:11]([CH3:14])([OH:12])[CH2:13][N:15]2[C:24]3[C:19](=[CH:20][CH:21]=[CH:22][CH:23]=3)[CH2:18][CH2:17][CH2:16]2)[CH:4]=[C:5]([N+:7]([O-:9])=[O:8])[N:6]=1. (3) Given the reactants [C:1]1([C:24]2[CH:29]=[CH:28][CH:27]=[CH:26][CH:25]=2)[CH:6]=[CH:5][CH:4]=[C:3]([NH:7][C:8](=[O:23])[CH2:9][CH2:10][CH2:11][CH2:12][CH2:13][NH:14][C:15](=[O:22])[CH2:16][S:17]CC(O)=O)[CH:2]=1.C1(C2C=CC=CC=2)C=CC=C(NC(=O)CCCCCNC(=O)CSCC(OC)=O)C=1, predict the reaction product. The product is: [C:1]1([C:24]2[CH:25]=[CH:26][CH:27]=[CH:28][CH:29]=2)[CH:6]=[CH:5][CH:4]=[C:3]([NH:7][C:8](=[O:23])[CH2:9][CH2:10][CH2:11][CH2:12][CH2:13][NH:14][C:15](=[O:22])[CH2:16][SH:17])[CH:2]=1. (4) Given the reactants [Br:1][C:2]1[CH:7]=[CH:6][C:5]([F:8])=[C:4]([N+:9]([O-])=O)[CH:3]=1.[OH-].[Na+], predict the reaction product. The product is: [Br:1][C:2]1[CH:7]=[CH:6][C:5]([F:8])=[C:4]([CH:3]=1)[NH2:9]. (5) The product is: [CH:1]1([CH2:4][CH2:5][O:6][C:7]2[N:12]=[CH:11][C:10]([O:13][C@@H:14]3[CH2:18][CH2:17][N:16]([C:21]4[CH:29]=[C:28]5[C:24](=[C:23]([F:31])[CH:22]=4)[CH2:25][CH2:26][C:27]5=[O:30])[C:15]3=[O:19])=[CH:9][CH:8]=2)[CH2:2][CH2:3]1. Given the reactants [CH:1]1([CH2:4][CH2:5][O:6][C:7]2[N:12]=[CH:11][C:10]([O:13][C@@H:14]3[CH2:18][CH2:17][NH:16][C:15]3=[O:19])=[CH:9][CH:8]=2)[CH2:3][CH2:2]1.Br[C:21]1[CH:29]=[C:28]2[C:24]([CH2:25][CH2:26][C:27]2=[O:30])=[C:23]([F:31])[CH:22]=1, predict the reaction product. (6) Given the reactants F[C:2]1[C:7]([CH3:8])=[C:6]([I:9])[CH:5]=[CH:4][N:3]=1.[CH3:10][NH:11][CH:12]1[CH2:17][CH2:16][CH2:15][CH2:14][CH2:13]1, predict the reaction product. The product is: [CH:12]1([N:11]([CH3:10])[C:2]2[C:7]([CH3:8])=[C:6]([I:9])[CH:5]=[CH:4][N:3]=2)[CH2:17][CH2:16][CH2:15][CH2:14][CH2:13]1. (7) The product is: [ClH:1].[N:11]1([C:8]2[CH:9]=[CH:10][C:5]([NH2:2])=[CH:6][CH:7]=2)[CH2:12][CH2:13][NH:14][CH2:15][CH2:16]1. Given the reactants [ClH:1].[N+:2]([C:5]1[CH:10]=[CH:9][C:8]([N:11]2[CH2:16][CH2:15][NH:14][CH2:13][CH2:12]2)=[CH:7][CH:6]=1)([O-])=O, predict the reaction product.